Dataset: Catalyst prediction with 721,799 reactions and 888 catalyst types from USPTO. Task: Predict which catalyst facilitates the given reaction. (1) Reactant: [F:1][C:2]([F:7])([F:6])[C:3]([OH:5])=[O:4].[Cl:8][C:9]1[C:17]2[C:12](=[CH:13][CH:14]=[C:15]([NH:18]C(=O)OC(C)(C)C)[CH:16]=2)[NH:11][C:10]=1[C:26]([NH:28][CH2:29][C:30]1[CH:35]=[CH:34][C:33]([Cl:36])=[C:32]([O:37][C:38]2[CH:43]=[C:42]([C:44]#[N:45])[CH:41]=[C:40]([Cl:46])[CH:39]=2)[C:31]=1[F:47])=[O:27]. Product: [F:1][C:2]([F:7])([F:6])[C:3]([OH:5])=[O:4].[NH2:18][C:15]1[CH:16]=[C:17]2[C:12](=[CH:13][CH:14]=1)[NH:11][C:10]([C:26]([NH:28][CH2:29][C:30]1[CH:35]=[CH:34][C:33]([Cl:36])=[C:32]([O:37][C:38]3[CH:43]=[C:42]([C:44]#[N:45])[CH:41]=[C:40]([Cl:46])[CH:39]=3)[C:31]=1[F:47])=[O:27])=[C:9]2[Cl:8]. The catalyst class is: 4. (2) Reactant: [CH2:1]([N:8]1[CH2:12][CH2:11][C:10]([C:14]2[CH:19]=[C:18]([F:20])[CH:17]=[C:16]([F:21])[CH:15]=2)(O)[CH2:9]1)[C:2]1[CH:7]=[CH:6][CH:5]=[CH:4][CH:3]=1.O.[OH-].[Na+]. Product: [CH2:1]([N:8]1[CH2:12][CH:11]=[C:10]([C:14]2[CH:15]=[C:16]([F:21])[CH:17]=[C:18]([F:20])[CH:19]=2)[CH2:9]1)[C:2]1[CH:3]=[CH:4][CH:5]=[CH:6][CH:7]=1. The catalyst class is: 4. (3) Reactant: [C:1]([O:5][C:6]([NH:8][CH:9]([CH2:16][S:17][C:18]1[CH:23]=[CH:22][CH:21]=[CH:20][CH:19]=1)/[CH:10]=[CH:11]/[C:12]([O:14][CH3:15])=[O:13])=[O:7])([CH3:4])([CH3:3])[CH3:2]. Product: [C:1]([O:5][C:6]([NH:8][CH:9]([CH2:16][S:17][C:18]1[CH:19]=[CH:20][CH:21]=[CH:22][CH:23]=1)[CH2:10][CH2:11][C:12]([O:14][CH3:15])=[O:13])=[O:7])([CH3:4])([CH3:2])[CH3:3]. The catalyst class is: 407. (4) Reactant: [N:1]1([CH2:6][CH2:7][CH2:8][C:9]([OH:11])=O)[CH:5]=[CH:4][N:3]=[CH:2]1.C(Cl)(=O)C(Cl)=O.[Cl:18][C:19]1[CH:24]=[CH:23][CH:22]=[CH:21][C:20]=1[Cl:25].[Al+3].[Cl-].[Cl-].[Cl-].ClC(Cl)C. Product: [Cl:18][C:19]1[CH:24]=[C:23]([C:9](=[O:11])[CH2:8][CH2:7][CH2:6][N:1]2[CH:5]=[CH:4][N:3]=[CH:2]2)[CH:22]=[CH:21][C:20]=1[Cl:25]. The catalyst class is: 59. (5) Reactant: [Cl:1][C:2]1[CH:3]=[C:4]([NH:9][C:10]([N:12]2[CH2:17][CH2:16][N:15]([CH2:18][C@@H:19]3[O:24][CH2:23][CH2:22][N:21](C(OC(C)(C)C)=O)[CH2:20]3)[CH2:14][CH2:13]2)=[O:11])[CH:5]=[CH:6][C:7]=1[Cl:8]. Product: [Cl:1][C:2]1[CH:3]=[C:4]([NH:9][C:10]([N:12]2[CH2:17][CH2:16][N:15]([CH2:18][C@@H:19]3[O:24][CH2:23][CH2:22][NH:21][CH2:20]3)[CH2:14][CH2:13]2)=[O:11])[CH:5]=[CH:6][C:7]=1[Cl:8]. The catalyst class is: 330. (6) Reactant: Cl.[Cl:2][C:3]1[CH:8]=[C:7]([Cl:9])[CH:6]=[CH:5][C:4]=1[C:10]1[N:11]=[C:12]([N:15]2[CH2:20][CH2:19][N:18](C(OC(C)(C)C)=O)[CH2:17][CH2:16]2)[S:13][CH:14]=1. Product: [Cl:2][C:3]1[CH:8]=[C:7]([Cl:9])[CH:6]=[CH:5][C:4]=1[C:10]1[N:11]=[C:12]([N:15]2[CH2:16][CH2:17][NH:18][CH2:19][CH2:20]2)[S:13][CH:14]=1. The catalyst class is: 13. (7) Reactant: [S:1]1[C:9]2[CH2:8][CH2:7][N:6]([CH2:10][C:11]3[CH:12]=[C:13]([CH2:17][OH:18])[CH:14]=[CH:15][CH:16]=3)[CH2:5][C:4]=2[CH:3]=[CH:2]1.C(N(CC)CC)C.[CH3:26][S:27](Cl)(=[O:29])=[O:28]. Product: [S:27]([O:18][CH2:17][C:13]1[CH:14]=[CH:15][CH:16]=[C:11]([CH2:10][N:6]2[CH2:7][CH2:8][C:9]3[S:1][CH:2]=[CH:3][C:4]=3[CH2:5]2)[CH:12]=1)(=[O:29])(=[O:28])[CH3:26]. The catalyst class is: 7. (8) Reactant: [CH:1]#[C:2][CH2:3][CH2:4][CH2:5][CH3:6].[CH:7]([Mg]Cl)([CH3:9])[CH3:8].[S:12]1[CH:16]=[CH:15][C:14]2[C:17](=O)[C:18]3[S:19][CH:20]=[CH:21][C:22]=3C(=O)[C:13]1=2.Cl[Sn]Cl.[CH2:29]1[CH2:33]O[CH2:31][CH2:30]1. Product: [C:7]([C:9]1[C:13]2[S:12][CH:16]=[CH:15][C:14]=2[C:17]([C:1]#[C:2][CH2:3][CH2:4][CH2:5][CH3:6])=[C:18]2[S:19][CH:20]=[CH:21][C:22]=12)#[C:8][CH2:33][CH2:29][CH2:30][CH3:31]. The catalyst class is: 33.